This data is from Full USPTO retrosynthesis dataset with 1.9M reactions from patents (1976-2016). The task is: Predict the reactants needed to synthesize the given product. (1) Given the product [C:16]([C:8]1[CH:9]=[C:5]([C:3](=[O:4])[C:2]([Cl:1])([Cl:10])[Cl:11])[NH:6][CH:7]=1)(=[O:18])[CH3:17], predict the reactants needed to synthesize it. The reactants are: [Cl:1][C:2]([Cl:11])([Cl:10])[C:3]([C:5]1[NH:6][CH:7]=[CH:8][CH:9]=1)=[O:4].[Cl-].[Al+3].[Cl-].[Cl-].[C:16](Cl)(=[O:18])[CH3:17]. (2) Given the product [Cl:1][C:2]1[N:10]=[C:9]2[C:5]([N:6]=[C:7]([CH2:12][N:28]3[CH2:27][CH2:26][NH:25][C:24](=[O:29])[CH:23]3[CH:20]([CH3:22])[CH3:21])[N:8]2[CH3:11])=[C:4]([N:14]2[CH2:19][CH2:18][O:17][CH2:16][CH2:15]2)[N:3]=1, predict the reactants needed to synthesize it. The reactants are: [Cl:1][C:2]1[N:10]=[C:9]2[C:5]([N:6]=[C:7]([CH:12]=O)[N:8]2[CH3:11])=[C:4]([N:14]2[CH2:19][CH2:18][O:17][CH2:16][CH2:15]2)[N:3]=1.[CH:20]([CH:23]1[NH:28][CH2:27][CH2:26][NH:25][C:24]1=[O:29])([CH3:22])[CH3:21].C(O[BH-](OC(=O)C)OC(=O)C)(=O)C.[Na+].